This data is from Full USPTO retrosynthesis dataset with 1.9M reactions from patents (1976-2016). The task is: Predict the reactants needed to synthesize the given product. (1) Given the product [C:31]1([NH:37][C:38](=[O:61])[NH:39][C:40]2[CH:41]=[CH:42][C:43]([C:46]3[S:50][C:49]([CH:51]4[CH2:52][CH2:53][CH:54]([C:57]([OH:59])=[O:58])[CH2:55][CH2:56]4)=[N:48][CH:47]=3)=[CH:44][CH:45]=2)[CH:32]=[CH:33][CH:34]=[CH:35][CH:36]=1, predict the reactants needed to synthesize it. The reactants are: FC(F)(F)C1C=C(NC(=O)NC2C=CC(C3SC(CCC(O)=O)=NC=3)=CC=2)C=CC=1.[C:31]1([NH:37][C:38](=[O:61])[NH:39][C:40]2[CH:45]=[CH:44][C:43]([C:46]3[S:50][C:49]([CH:51]4[CH2:56][CH2:55][CH:54]([C:57]([O:59]C)=[O:58])[CH2:53][CH2:52]4)=[N:48][CH:47]=3)=[CH:42][CH:41]=2)[CH:36]=[CH:35][CH:34]=[CH:33][CH:32]=1. (2) Given the product [NH2:15][C:16]1[C:17]([C:21]2[N:22]([CH2:38][CH3:39])[C:23]3[C:28]([C:29]4[CH:30]=[C:31]([CH:34]=[CH:35][CH:36]=4)[CH2:32][NH:14][CH:11]4[CH2:10][CH2:9][NH:8][CH2:13][CH2:12]4)=[CH:27][N:26]=[CH:25][C:24]=3[N:37]=2)=[N:18][O:19][N:20]=1, predict the reactants needed to synthesize it. The reactants are: C(OC([N:8]1[CH2:13][CH2:12][CH:11]([NH2:14])[CH2:10][CH2:9]1)=O)(C)(C)C.[NH2:15][C:16]1[C:17]([C:21]2[N:22]([CH2:38][CH3:39])[C:23]3[C:28]([C:29]4[CH:30]=[C:31]([CH:34]=[CH:35][CH:36]=4)[CH:32]=O)=[CH:27][N:26]=[CH:25][C:24]=3[N:37]=2)=[N:18][O:19][N:20]=1. (3) Given the product [CH2:13]([O:12][C:10]([N:6]1[CH2:7][CH2:8][N:21]([CH2:22][C:23]2([CH2:27][OH:28])[CH2:26][O:25][CH2:24]2)[C:3](=[O:20])[C@@H:4]1[CH3:5])=[O:11])[C:14]1[CH:15]=[CH:16][CH:17]=[CH:18][CH:19]=1, predict the reactants needed to synthesize it. The reactants are: CO[C:3](=[O:20])[C@@H:4]([N:6]([C:10]([O:12][CH2:13][C:14]1[CH:19]=[CH:18][CH:17]=[CH:16][CH:15]=1)=[O:11])[CH2:7][CH:8]=O)[CH3:5].[NH2:21][CH2:22][C:23]1([CH2:27][OH:28])[CH2:26][O:25][CH2:24]1.[B-](OC(C)=O)(OC(C)=O)OC(C)=O.[Na+].C(O)(=O)C.C(=O)([O-])[O-].[K+].[K+]. (4) Given the product [NH2:13][C:12]1[CH:11]=[CH:10][C:5]([C:6]([O:8][CH3:9])=[O:7])=[CH:4][C:3]=1[O:2][CH3:1], predict the reactants needed to synthesize it. The reactants are: [CH3:1][O:2][C:3]1[CH:4]=[C:5]([CH:10]=[CH:11][C:12]=1[N+:13]([O-])=O)[C:6]([O:8][CH3:9])=[O:7].